Dataset: Catalyst prediction with 721,799 reactions and 888 catalyst types from USPTO. Task: Predict which catalyst facilitates the given reaction. (1) Reactant: Br[C:2]1[CH:7]=[CH:6][C:5]([F:8])=[C:4]([F:9])[CH:3]=1.C([Li])CCCCC.[Cl:17][CH2:18][C:19]([CH2:21][Cl:22])=[O:20]. Product: [Cl:17][CH2:18][C:19]([C:2]1[CH:7]=[CH:6][C:5]([F:8])=[C:4]([F:9])[CH:3]=1)([OH:20])[CH2:21][Cl:22]. The catalyst class is: 27. (2) Reactant: [CH3:1][N:2]1[C:10]([CH:11]=O)=[N:9][C:8]2[C:3]1=[N:4][C:5]([N:19]1[C:23]3[CH:24]=[CH:25][CH:26]=[CH:27][C:22]=3[N:21]=[C:20]1[CH3:28])=[N:6][C:7]=2[N:13]1[CH2:18][CH2:17][O:16][CH2:15][CH2:14]1.[CH3:29][S:30]([CH2:33][CH2:34][N:35]1[CH2:40][CH2:39][NH:38][CH2:37][CH2:36]1)(=[O:32])=[O:31].C(O[BH-](OC(=O)C)OC(=O)C)(=O)C.[Na+]. Product: [CH3:1][N:2]1[C:10]([CH2:11][N:38]2[CH2:37][CH2:36][N:35]([CH2:34][CH2:33][S:30]([CH3:29])(=[O:31])=[O:32])[CH2:40][CH2:39]2)=[N:9][C:8]2[C:3]1=[N:4][C:5]([N:19]1[C:23]3[CH:24]=[CH:25][CH:26]=[CH:27][C:22]=3[N:21]=[C:20]1[CH3:28])=[N:6][C:7]=2[N:13]1[CH2:14][CH2:15][O:16][CH2:17][CH2:18]1. The catalyst class is: 26.